This data is from Forward reaction prediction with 1.9M reactions from USPTO patents (1976-2016). The task is: Predict the product of the given reaction. (1) Given the reactants [O:1]1[C:5]2([CH2:10][CH2:9][CH2:8][CH2:7][CH:6]2[NH:11][C:12]([NH:14][C:15]2[C:19]([CH3:20])=[CH:18][S:17][CH:16]=2)=[S:13])[O:4][CH2:3][CH2:2]1.CI.[C:23](OCC)(=O)C, predict the reaction product. The product is: [O:1]1[C:5]2([CH2:10][CH2:9][CH2:8][CH2:7][CH:6]2[NH:11][C:12](=[N:14][C:15]2[C:19]([CH3:20])=[CH:18][S:17][CH:16]=2)[S:13][CH3:23])[O:4][CH2:3][CH2:2]1. (2) Given the reactants [Br-].[CH3:2][CH:3]([Zn+])[CH3:4].Cl[C:7]1[N:15]=[C:14]2[C:10]([N:11]=[CH:12][N:13]2[CH2:16][C:17]2[CH:22]=[CH:21][C:20]([O:23][CH3:24])=[CH:19][CH:18]=2)=[C:9]([C:25]2[O:26][CH:27]=[CH:28][CH:29]=2)[N:8]=1, predict the reaction product. The product is: [O:26]1[CH:27]=[CH:28][CH:29]=[C:25]1[C:9]1[N:8]=[C:7]([CH:3]([CH3:4])[CH3:2])[N:15]=[C:14]2[C:10]=1[N:11]=[CH:12][N:13]2[CH2:16][C:17]1[CH:22]=[CH:21][C:20]([O:23][CH3:24])=[CH:19][CH:18]=1. (3) Given the reactants [O:1]=[C:2]1[CH2:11][CH2:10][C@@H:9]2[C@H:4]([CH2:5][C@H:6]([NH:15][C:16](=[O:25])[N:17]([CH2:20][CH2:21][N:22]([CH3:24])[CH3:23])[CH2:18][CH3:19])[CH2:7][N:8]2[CH2:12][CH2:13][CH3:14])[CH2:3]1.C(O[CH:31](N(C)C)[N:32]([CH3:34])[CH3:33])(C)(C)C, predict the reaction product. The product is: [CH3:31][N:32]([CH:34]=[C:11]1[CH2:10][C@@H:9]2[C@H:4]([CH2:5][C@H:6]([NH:15][C:16](=[O:25])[N:17]([CH2:20][CH2:21][N:22]([CH3:24])[CH3:23])[CH2:18][CH3:19])[CH2:7][N:8]2[CH2:12][CH2:13][CH3:14])[CH2:3][C:2]1=[O:1])[CH3:33]. (4) Given the reactants Cl.[CH3:2][C:3]1[CH:8]=[CH:7][CH:6]=[CH:5][C:4]=1[C:9]1[C:20](=[O:21])[N:19]([C@H:22]2[CH2:26][CH2:25][NH:24][CH2:23]2)[C:12]2[N:13]=[C:14]([S:17][CH3:18])[N:15]=[CH:16][C:11]=2[CH:10]=1.[C:27](OC(=O)C)(=[O:29])[CH3:28].O, predict the reaction product. The product is: [C:27]([N:24]1[CH2:25][CH2:26][C@H:22]([N:19]2[C:12]3[N:13]=[C:14]([S:17][CH3:18])[N:15]=[CH:16][C:11]=3[CH:10]=[C:9]([C:4]3[CH:5]=[CH:6][CH:7]=[CH:8][C:3]=3[CH3:2])[C:20]2=[O:21])[CH2:23]1)(=[O:29])[CH3:28]. (5) Given the reactants [H-].[Na+].[C:3]([CH2:5][C:6]([NH2:8])=[O:7])#[N:4].CN([CH:12]=[C:13]([C:20](=O)[CH3:21])[C:14]([O:16][CH:17]([CH3:19])[CH3:18])=[O:15])C, predict the reaction product. The product is: [C:3]([C:5]1[C:6](=[O:7])[NH:8][C:20]([CH3:21])=[C:13]([C:14]([O:16][CH:17]([CH3:19])[CH3:18])=[O:15])[CH:12]=1)#[N:4]. (6) Given the reactants Cl.[Cl:2][C:3]1[CH:4]=[C:5]2[C:9](=[CH:10][CH:11]=1)[NH:8][CH:7]=[C:6]2[CH2:12][CH2:13][NH2:14].C1CN([P+](ON2N=NC3C=CC=CC2=3)(N2CCCC2)N2CCCC2)CC1.F[P-](F)(F)(F)(F)F.[C:48]([C:50]1[CH:55]=[CH:54][C:53]([N:56]2[CH2:60][CH2:59][CH:58]([C:61](O)=[O:62])[C:57]2=[O:64])=[CH:52][CH:51]=1)#[N:49], predict the reaction product. The product is: [Cl:2][C:3]1[CH:4]=[C:5]2[C:9](=[CH:10][CH:11]=1)[NH:8][CH:7]=[C:6]2[CH2:12][CH2:13][NH:14][C:61]([CH:58]1[CH2:59][CH2:60][N:56]([C:53]2[CH:54]=[CH:55][C:50]([C:48]#[N:49])=[CH:51][CH:52]=2)[C:57]1=[O:64])=[O:62]. (7) The product is: [O:11]1[CH2:16][CH2:15][CH2:14][CH2:13][CH:12]1[O:10][C:7]1[CH:8]=[CH:9][C:4]([C:2](=[O:3])[CH3:1])=[CH:5][CH:6]=1. Given the reactants [CH3:1][C:2]([C:4]1[CH:5]=[CH:6][C:7]([OH:10])=[CH:8][CH:9]=1)=[O:3].[O:11]1[CH:16]=[CH:15][CH2:14][CH2:13][CH2:12]1, predict the reaction product. (8) Given the reactants [OH:1][C:2]1[CH:7]=[CH:6][C:5]([CH2:8][C:9]([O:11][CH2:12][CH3:13])=[O:10])=[CH:4][C:3]=1[O:14][CH3:15].C(=O)([O-])[O-].[K+].[K+].CN(C)C=O.Cl[CH2:28][C:29]1[N:30]=[C:31]([C:35]2[CH:40]=[CH:39][CH:38]=[CH:37][CH:36]=2)[O:32][C:33]=1[CH3:34], predict the reaction product. The product is: [CH3:15][O:14][C:3]1[CH:4]=[C:5]([CH2:8][C:9]([O:11][CH2:12][CH3:13])=[O:10])[CH:6]=[CH:7][C:2]=1[O:1][CH2:28][C:29]1[N:30]=[C:31]([C:35]2[CH:40]=[CH:39][CH:38]=[CH:37][CH:36]=2)[O:32][C:33]=1[CH3:34]. (9) Given the reactants [NH2:1][CH2:2][CH2:3][N:4]([CH2:7][CH2:8][NH2:9])[N:5]=[O:6].[C:10]([O-:13])([OH:12])=O.[Na+].[C:15](O[C:15]([O:17][C:18]([CH3:21])([CH3:20])[CH3:19])=[O:16])([O:17][C:18]([CH3:21])([CH3:20])[CH3:19])=[O:16], predict the reaction product. The product is: [C:18]([O:12][C:10]([NH:1][CH2:2][CH2:3][N:4]([N:5]=[O:6])[CH2:7][CH2:8][NH:9][C:15](=[O:16])[O:17][C:18]([CH3:19])([CH3:20])[CH3:21])=[O:13])([CH3:21])([CH3:20])[CH3:19].